Dataset: Reaction yield outcomes from USPTO patents with 853,638 reactions. Task: Predict the reaction yield, written as a fraction of the theoretical maximum amount of product (1.0 means a 100% yield; for example, 0.34 means a 34% yield). (1) The catalyst is C(O)C. The reactants are C([O:3][C:4]([C:6]1[C:10]([C:11]2[CH:16]=[CH:15][C:14]([F:17])=[CH:13][CH:12]=2)=[C:9]([CH:18]=[O:19])[NH:8][C:7]=1[CH2:20][CH2:21][NH2:22])=O)C.O.[OH-].[Li+].O. The yield is 0.263. The product is [F:17][C:14]1[CH:15]=[CH:16][C:11]([C:10]2[C:6]3[C:4](=[O:3])[NH:22][CH2:21][CH2:20][C:7]=3[NH:8][C:9]=2[CH:18]=[O:19])=[CH:12][CH:13]=1. (2) The reactants are FC(F)(F)C(O)=O.[CH3:8][O:9][C:10](=[O:33])[C@H:11]([CH2:23][C:24]1[CH:29]=[CH:28][C:27]([N+:30]([O-:32])=[O:31])=[CH:26][CH:25]=1)[NH:12][C:13]([C:15]1([CH2:20][CH2:21][NH2:22])[CH2:19][CH2:18][CH2:17][CH2:16]1)=[O:14].C(N(C(C)C)CC)(C)C.[C:43](O[C:43]([O:45][C:46]([CH3:49])([CH3:48])[CH3:47])=[O:44])([O:45][C:46]([CH3:49])([CH3:48])[CH3:47])=[O:44]. The catalyst is O1CCOCC1. The product is [CH3:8][O:9][C:10](=[O:33])[C@H:11]([CH2:23][C:24]1[CH:29]=[CH:28][C:27]([N+:30]([O-:32])=[O:31])=[CH:26][CH:25]=1)[NH:12][C:13]([C:15]1([CH2:20][CH2:21][NH:22][C:43]([O:45][C:46]([CH3:49])([CH3:48])[CH3:47])=[O:44])[CH2:16][CH2:17][CH2:18][CH2:19]1)=[O:14]. The yield is 0.950. (3) The reactants are [OH:1][C:2]1[CH:7]=[C:6]([OH:8])[CH:5]=[CH:4][C:3]=1[CH:9]1[CH2:14][CH2:13][C:12](=O)[CH2:11][CH2:10]1.[C:16]([O-])(=O)C.[Na+].Cl.C[O:23][NH2:24]. The catalyst is C(O)C. The product is [CH3:16][O:1][C:2]1[CH:7]=[C:6]([OH:8])[CH:5]=[CH:4][C:3]=1[CH:9]1[CH2:14][CH2:13][C:12](=[N:24][OH:23])[CH2:11][CH2:10]1. The yield is 0.470. (4) The reactants are Br[C:2]1[S:3][CH:4]=[CH:5][C:6]=1[C:7]([O:9]C)=O.[NH2:11][C:12]1[CH:17]=[CH:16][CH:15]=[CH:14][C:13]=1B(O)O.C([O-])(=O)C.[Na+]. The catalyst is CN(C=O)C.C1C=CC(P(C2C=CC=CC=2)[C-]2C=CC=C2)=CC=1.C1C=CC(P(C2C=CC=CC=2)[C-]2C=CC=C2)=CC=1.Cl[Pd]Cl.[Fe+2]. The product is [S:3]1[C:2]2[C:17]3[CH:16]=[CH:15][CH:14]=[CH:13][C:12]=3[NH:11][C:7](=[O:9])[C:6]=2[CH:5]=[CH:4]1. The yield is 0.120. (5) The reactants are [Br:1][C:2]1[CH:7]=[CH:6][C:5]([O:8][CH3:9])=[CH:4][C:3]=1[NH2:10].C(O[CH:14]=[C:15]([C:21]([O:23][CH2:24][CH3:25])=[O:22])[C:16]([O:18][CH2:19][CH3:20])=[O:17])C. No catalyst specified. The product is [CH2:19]([O:18][C:16](=[O:17])[C:15](=[CH:14][NH:10][C:3]1[CH:4]=[C:5]([O:8][CH3:9])[CH:6]=[CH:7][C:2]=1[Br:1])[C:21]([O:23][CH2:24][CH3:25])=[O:22])[CH3:20]. The yield is 0.810.